This data is from Reaction yield outcomes from USPTO patents with 853,638 reactions. The task is: Predict the reaction yield, written as a fraction of the theoretical maximum amount of product (1.0 means a 100% yield; for example, 0.34 means a 34% yield). The reactants are Cl[C:2]1[CH:7]=[C:6]([O:8][CH2:9][C@H:10]2[CH2:12][C@@H:11]2[C:13]2[CH:18]=[CH:17][C:16]([CH3:19])=[CH:15][N:14]=2)[N:5]=[C:4]([CH3:20])[N:3]=1.[CH3:21][C:22]1[S:26][C:25]([CH2:27][NH:28][C:29](=[O:35])[O:30][C:31]([CH3:34])([CH3:33])[CH3:32])=[N:24][N:23]=1.CC(C)([O-])C.[K+].C(P(C(C)(C)C)C1C=CC=CC=1C1C(C(C)C)=CC(C(C)C)=CC=1C(C)C)(C)(C)C.N#N. The catalyst is CC(O)(CC)C.C(OCC)(=O)C.C([O-])(O)=O.[Na+].C1C=CC(/C=C/C(/C=C/C2C=CC=CC=2)=O)=CC=1.C1C=CC(/C=C/C(/C=C/C2C=CC=CC=2)=O)=CC=1.C1C=CC(/C=C/C(/C=C/C2C=CC=CC=2)=O)=CC=1.[Pd].[Pd]. The product is [CH3:21][C:22]1[S:26][C:25]([CH2:27][N:28]([C:2]2[CH:7]=[C:6]([O:8][CH2:9][C@H:10]3[CH2:12][C@@H:11]3[C:13]3[CH:18]=[CH:17][C:16]([CH3:19])=[CH:15][N:14]=3)[N:5]=[C:4]([CH3:20])[N:3]=2)[C:29](=[O:35])[O:30][C:31]([CH3:33])([CH3:32])[CH3:34])=[N:24][N:23]=1. The yield is 0.700.